From a dataset of Full USPTO retrosynthesis dataset with 1.9M reactions from patents (1976-2016). Predict the reactants needed to synthesize the given product. (1) The reactants are: Br[C:2]1[CH:3]=[CH:4][C:5]2[C:6]([CH:10]=1)=[N:7][O:8][N:9]=2.C(OC(=O)[N:17]([C:21]1[CH:26]=[CH:25][C:24](Br)=[C:23]([O:28][CH3:29])[CH:22]=1)[CH2:18][CH2:19][F:20])(C)(C)C. Given the product [N:9]1[O:8][N:7]=[C:6]2[CH:10]=[C:2]([C:24]3[CH:25]=[CH:26][C:21]([NH:17][CH2:18][CH2:19][F:20])=[CH:22][C:23]=3[O:28][CH3:29])[CH:3]=[CH:4][C:5]=12, predict the reactants needed to synthesize it. (2) Given the product [OH:1][C:2]1[CH:24]=[CH:23][C:5]([O:6][C:7]2[C:8]([CH3:22])=[CH:9][C:10]([NH:16][C:17](=[O:21])[C:18]([O-:20])=[O:19])=[C:11]3[C:15]=2[CH2:14][CH2:13][CH2:12]3)=[CH:4][C:3]=1[CH:25]([CH3:27])[CH3:26].[Na+:29], predict the reactants needed to synthesize it. The reactants are: [OH:1][C:2]1[CH:24]=[CH:23][C:5]([O:6][C:7]2[C:8]([CH3:22])=[CH:9][C:10]([NH:16][C:17](=[O:21])[C:18]([OH:20])=[O:19])=[C:11]3[C:15]=2[CH2:14][CH2:13][CH2:12]3)=[CH:4][C:3]=1[CH:25]([CH3:27])[CH3:26].[OH-].[Na+:29]. (3) Given the product [CH3:11][N:12]1[C:16]([CH:17]=[O:18])=[CH:15][C:14]([CH3:19])=[N:13]1, predict the reactants needed to synthesize it. The reactants are: C(Cl)(=O)C(Cl)=O.CS(C)=O.[CH3:11][N:12]1[C:16]([CH2:17][OH:18])=[CH:15][C:14]([CH3:19])=[N:13]1.C(N(CC)CC)C. (4) Given the product [F:34][C:35]1[CH:43]=[CH:42][C:41]([I:44])=[CH:40][C:36]=1[C:37]([NH:1][C:2]1[CH:7]=[C:6]([C:8]([F:11])([F:9])[F:10])[CH:5]=[CH:4][C:3]=1[N:12]1[CH2:17][CH2:16][CH2:15][C@H:14]([N:18]([CH3:26])[C:19](=[O:25])[O:20][C:21]([CH3:22])([CH3:23])[CH3:24])[CH2:13]1)=[O:38], predict the reactants needed to synthesize it. The reactants are: [NH2:1][C:2]1[CH:7]=[C:6]([C:8]([F:11])([F:10])[F:9])[CH:5]=[CH:4][C:3]=1[N:12]1[CH2:17][CH2:16][CH2:15][C@H:14]([N:18]([CH3:26])[C:19](=[O:25])[O:20][C:21]([CH3:24])([CH3:23])[CH3:22])[CH2:13]1.C(N(CC)CC)C.[F:34][C:35]1[CH:43]=[CH:42][C:41]([I:44])=[CH:40][C:36]=1[C:37](Cl)=[O:38].CCOC(C)=O.